From a dataset of Forward reaction prediction with 1.9M reactions from USPTO patents (1976-2016). Predict the product of the given reaction. (1) The product is: [CH:16]([NH:15][C:7]1[C:8]([CH2:13][CH3:14])=[CH:9][C:10]([CH2:11][CH3:12])=[C:5]([NH:4][CH:1]([CH3:2])[CH3:3])[C:6]=1[CH3:19])([CH3:17])[CH3:18]. Given the reactants [C:1](=[N:4][C:5]1[C:10]([CH2:11][CH3:12])=[CH:9][C:8]([CH2:13][CH3:14])=[C:7]([N:15]=[C:16]([CH3:18])[CH3:17])[C:6]=1[CH3:19])([CH3:3])[CH3:2].C(O)C, predict the reaction product. (2) Given the reactants C(OC([N:8]1[CH2:11][CH:10]([O:12][C:13]2[CH:18]=[CH:17][C:16]([N:19]3[CH:24]=[CH:23][C:22]4[N:25]=[C:26]([C:28]5[CH:33]=[CH:32][C:31]([C:34]([F:37])([F:36])[F:35])=[CH:30][CH:29]=5)[S:27][C:21]=4[C:20]3=[O:38])=[CH:15][C:14]=2[O:39][CH3:40])[CH2:9]1)=O)(C)(C)C, predict the reaction product. The product is: [NH:8]1[CH2:11][CH:10]([O:12][C:13]2[CH:18]=[CH:17][C:16]([N:19]3[CH:24]=[CH:23][C:22]4[N:25]=[C:26]([C:28]5[CH:29]=[CH:30][C:31]([C:34]([F:35])([F:37])[F:36])=[CH:32][CH:33]=5)[S:27][C:21]=4[C:20]3=[O:38])=[CH:15][C:14]=2[O:39][CH3:40])[CH2:9]1. (3) Given the reactants [Cl:1][C:2]1[CH:3]=[CH:4][C:5]([F:28])=[C:6]([NH:8][C:9]2[CH:14]=[C:13]([NH:15][CH2:16][CH:17]([N:19]3[CH2:24][CH2:23][O:22][CH2:21][CH2:20]3)[CH3:18])[N:12]3[N:25]=[CH:26][CH:27]=[C:11]3[N:10]=2)[CH:7]=1.P(Cl)(Cl)(Cl)=O.CN([CH:37]=[O:38])C, predict the reaction product. The product is: [Cl:1][C:2]1[CH:3]=[CH:4][C:5]([F:28])=[C:6]([NH:8][C:9]2[CH:14]=[C:13]([NH:15][CH2:16][CH:17]([N:19]3[CH2:20][CH2:21][O:22][CH2:23][CH2:24]3)[CH3:18])[N:12]3[N:25]=[CH:26][C:27]([CH:37]=[O:38])=[C:11]3[N:10]=2)[CH:7]=1.